Dataset: Reaction yield outcomes from USPTO patents with 853,638 reactions. Task: Predict the reaction yield, written as a fraction of the theoretical maximum amount of product (1.0 means a 100% yield; for example, 0.34 means a 34% yield). (1) The reactants are [CH3:1][O:2][C:3]1[CH:4]=[C:5]([CH:19]=[CH:20][CH:21]=1)[CH2:6][N:7]1[C:11]2[CH:12]=[C:13]([CH:16]=[O:17])[CH:14]=[CH:15][C:10]=2[O:9][C:8]1=[O:18].[BH4-].[Na+]. The catalyst is CO.C(OCC)(=O)C. The product is [OH:17][CH2:16][C:13]1[CH:14]=[CH:15][C:10]2[O:9][C:8](=[O:18])[N:7]([CH2:6][C:5]3[CH:19]=[CH:20][CH:21]=[C:3]([O:2][CH3:1])[CH:4]=3)[C:11]=2[CH:12]=1. The yield is 0.560. (2) The reactants are [Cl:1][C:2]1[CH:3]=[C:4]([CH:33]=[CH:34][CH:35]=1)[CH2:5][NH:6][C:7]1[N:12]2[N:13]=[CH:14][C:15]([C:16](O)=[O:17])=[C:11]2[N:10]=[CH:9][C:8]=1[C:19]([N:21]1[CH2:26][CH2:25][CH:24]([C:27]2[CH:32]=[CH:31][CH:30]=[CH:29][CH:28]=2)[CH2:23][CH2:22]1)=[O:20].[CH3:36][S:37]([NH2:40])(=[O:39])=[O:38]. No catalyst specified. The yield is 0.220. The product is [Cl:1][C:2]1[CH:3]=[C:4]([CH:33]=[CH:34][CH:35]=1)[CH2:5][NH:6][C:7]1[N:12]2[N:13]=[CH:14][C:15]([C:16]([NH:40][S:37]([CH3:36])(=[O:39])=[O:38])=[O:17])=[C:11]2[N:10]=[CH:9][C:8]=1[C:19]([N:21]1[CH2:26][CH2:25][CH:24]([C:27]2[CH:32]=[CH:31][CH:30]=[CH:29][CH:28]=2)[CH2:23][CH2:22]1)=[O:20]. (3) The reactants are [Br:1][C:2]1[S:6][C:5](NC2C=CC(C(O)=O)=CC=2)=[CH:4][CH:3]=1.[NH2:17][C:18]1[CH:19]=[C:20]([CH:24]=[CH:25][CH:26]=1)[C:21]([O-:23])=O.[CH3:27][N:28]1[CH2:33][CH2:32][NH:31][CH2:30][CH2:29]1.CCN(C(C)C)C(C)C.CN(C(O[N:51]1N=NC2[CH:54]=[CH:55][CH:56]=[N:57][C:52]1=2)=[N+](C)C)C.F[P-](F)(F)(F)(F)F. The catalyst is CC(N(C)C)=O.CS(C)=O. The product is [Br:1][C:2]1[S:6][C:5]([C:56]2[CH:55]=[CH:54][N:51]=[C:52]([NH:17][C:18]3[CH:19]=[C:20]([C:21]([N:31]4[CH2:32][CH2:33][N:28]([CH3:27])[CH2:29][CH2:30]4)=[O:23])[CH:24]=[CH:25][CH:26]=3)[N:57]=2)=[CH:4][CH:3]=1. The yield is 0.791.